This data is from Reaction yield outcomes from USPTO patents with 853,638 reactions. The task is: Predict the reaction yield, written as a fraction of the theoretical maximum amount of product (1.0 means a 100% yield; for example, 0.34 means a 34% yield). (1) The reactants are [Br:1][C:2]1[C:7]([CH3:8])=[CH:6][C:5](I)=[CH:4][C:3]=1[CH3:10].[NH2:11][C:12]1([C:15]([OH:17])=[O:16])[CH2:14][CH2:13]1.C1(C2CCCCCCCCCC=2)CCCCCCCCNN=1. The catalyst is CC(N(C)C)=O.[Cu](I)I. The product is [Br:1][C:2]1[C:7]([CH3:8])=[CH:6][C:5]([NH:11][C:12]2([C:15]([OH:17])=[O:16])[CH2:14][CH2:13]2)=[CH:4][C:3]=1[CH3:10]. The yield is 0.800. (2) The reactants are [Cl:1][C:2]1[CH:7]=[CH:6][CH:5]=[C:4]([C:8](OO)=O)[CH:3]=1.Cl.ClC1C=C2C(=CC=1)C=C(S[C:25]([CH3:46])([CH3:45])[CH2:26][C:27]([N:29]1[CH2:34][CH2:33][CH:32]([N:35]3[CH2:39][C:38]4=[CH:40][N:41]=[C:42]([CH3:43])[N:37]4[C:36]3=[O:44])[CH2:31][CH2:30]1)=[O:28])C=C2.[S:47]([O-:51])([O-])(=[O:49])=S.[Na+].[Na+].C(O[CH2:58][CH3:59])(=O)C.[CH3:60]O. No catalyst specified. The product is [Cl:1][C:2]1[CH:3]=[C:4]2[C:5](=[CH:6][CH:7]=1)[CH:59]=[C:58]([S:47]([C:25]([CH3:46])([CH3:45])[CH2:26][C:27]([N:29]1[CH2:34][CH2:33][CH:32]([N:35]3[CH2:39][C:38]4=[CH:40][N:41]=[C:42]([CH3:43])[N:37]4[C:36]3=[O:44])[CH2:31][CH2:30]1)=[O:28])(=[O:51])=[O:49])[CH:60]=[CH:8]2. The yield is 0.700. (3) The reactants are CCN(CC)CC.[C:8]([O:12][C:13]([NH:15][C:16](=[N:22][C:23](=[O:29])[O:24][C:25]([CH3:28])([CH3:27])[CH3:26])N1C=CC=N1)=[O:14])([CH3:11])([CH3:10])[CH3:9].[NH2:30][CH2:31][C:32]1([C:35]2[O:39][C:38]([CH:40]3[CH2:46][CH2:45][C@@H:44]4[CH2:47][N:41]3[C:42](=[O:56])[N:43]4[O:48][CH2:49][C:50]3[CH:55]=[CH:54][CH:53]=[CH:52][CH:51]=3)=[N:37][N:36]=2)[CH2:34][CH2:33]1. The catalyst is CO. The product is [C:25]([O:24][C:23]([N:22]=[C:16]([NH:15][C:13]([O:12][C:8]([CH3:11])([CH3:10])[CH3:9])=[O:14])[NH:30][CH2:31][C:32]1([C:35]2[O:39][C:38]([CH:40]3[CH2:46][CH2:45][C@@H:44]4[CH2:47][N:41]3[C:42](=[O:56])[N:43]4[O:48][CH2:49][C:50]3[CH:55]=[CH:54][CH:53]=[CH:52][CH:51]=3)=[N:37][N:36]=2)[CH2:33][CH2:34]1)=[O:29])([CH3:28])([CH3:27])[CH3:26]. The yield is 0.860. (4) The reactants are [CH2:1]([S:3][C:4]1[C:9]([C:10]([NH:12][CH2:13][C:14]2[CH:19]=[CH:18][C:17]([F:20])=[CH:16][C:15]=2[O:21]C)=[O:11])=[C:8]([CH3:23])[CH:7]=[C:6]([N:24]2[CH2:29][CH2:28][O:27][CH2:26][CH2:25]2)[N:5]=1)[CH3:2].B(Br)(Br)Br.C([O-])(O)=O.[Na+]. The catalyst is C(Cl)Cl.CO. The product is [CH2:1]([S:3][C:4]1[C:9]([C:10]([NH:12][CH2:13][C:14]2[CH:19]=[CH:18][C:17]([F:20])=[CH:16][C:15]=2[OH:21])=[O:11])=[C:8]([CH3:23])[CH:7]=[C:6]([N:24]2[CH2:29][CH2:28][O:27][CH2:26][CH2:25]2)[N:5]=1)[CH3:2]. The yield is 0.400. (5) The reactants are [Cl:1][C:2]1[CH:10]=[C:9]2[C:5]([C:6]([CH:11]=O)=[CH:7][NH:8]2)=[CH:4][CH:3]=1.[CH:13]1([CH2:16][NH2:17])[CH2:15][CH2:14]1.[Cl:18][C:19]1[CH:24]=[CH:23][C:22]([CH:25]([N+:36]#[C-:37])S(C2C=CC(C)=CC=2)(=O)=O)=[CH:21][C:20]=1[Cl:38].N1CCNCC1. The catalyst is CO. The product is [Cl:1][C:2]1[CH:10]=[C:9]2[C:5]([C:6]([C:11]3[N:17]([CH2:16][CH:13]4[CH2:15][CH2:14]4)[CH:37]=[N:36][C:25]=3[C:22]3[CH:23]=[CH:24][C:19]([Cl:18])=[C:20]([Cl:38])[CH:21]=3)=[CH:7][NH:8]2)=[CH:4][CH:3]=1. The yield is 0.860. (6) The reactants are [F:1][C:2]1[CH:22]=[CH:21][C:5]([O:6][CH2:7][CH2:8][CH2:9][N:10]2C(=O)C3C(=CC=CC=3)C2=O)=[C:4]([N+:23]([O-:25])=[O:24])[CH:3]=1.O.NN. The catalyst is C(O)C. The product is [F:1][C:2]1[CH:22]=[CH:21][C:5]([O:6][CH2:7][CH2:8][CH2:9][NH2:10])=[C:4]([N+:23]([O-:25])=[O:24])[CH:3]=1. The yield is 1.00. (7) The catalyst is CN(C)C=O. The reactants are Cl.Cl.[NH2:3][CH2:4][C@@:5]1([OH:13])[CH:10]2[CH2:11][CH2:12][N:7]([CH2:8][CH2:9]2)[CH2:6]1.C([O-])([O-])=O.[Cs+].[Cs+].[N:20]([C:23]1[CH:28]=[N:27][C:26]([S:29][CH3:30])=[CH:25][N:24]=1)=[C:21]=S.C(N=C=NC(C)C)(C)C. The yield is 0.160. The product is [CH3:30][S:29][C:26]1[N:27]=[CH:28][C:23]([NH:20][C:21]2[O:13][C@:5]3([CH2:4][N:3]=2)[CH:10]2[CH2:9][CH2:8][N:7]([CH2:12][CH2:11]2)[CH2:6]3)=[N:24][CH:25]=1. (8) The reactants are [OH:1][C:2]1[CH:3]=[C:4]([CH:7]=[CH:8][CH:9]=1)[CH:5]=[O:6].CO.C[O-].[Na+].[F:15][C:16]([F:30])([F:29])[CH2:17]OS(C1C=CC(C)=CC=1)(=O)=O. The catalyst is CCCCCC.C1(C)C=CC=CC=1.C(OCC)(=O)C. The product is [F:15][C:16]([F:30])([F:29])[CH2:17][O:1][C:2]1[CH:3]=[C:4]([CH:7]=[CH:8][CH:9]=1)[CH:5]=[O:6]. The yield is 0.260.